From a dataset of Full USPTO retrosynthesis dataset with 1.9M reactions from patents (1976-2016). Predict the reactants needed to synthesize the given product. (1) Given the product [CH2:1]([O:8][C:9]1[CH:10]=[C:11]([C:15]2[C:19]([C:20]3[CH:25]=[CH:24][N:23]=[C:22]([NH:27][C:28]4[CH:36]=[CH:35][C:31]([C:32]([OH:34])=[O:33])=[CH:30][CH:29]=4)[N:21]=3)=[CH:18][NH:17][N:16]=2)[CH:12]=[CH:13][CH:14]=1)[C:2]1[CH:7]=[CH:6][CH:5]=[CH:4][CH:3]=1, predict the reactants needed to synthesize it. The reactants are: [CH2:1]([O:8][C:9]1[CH:10]=[C:11]([C:15]2[C:19]([C:20]3[CH:25]=[CH:24][N:23]=[C:22](Cl)[N:21]=3)=[CH:18][NH:17][N:16]=2)[CH:12]=[CH:13][CH:14]=1)[C:2]1[CH:7]=[CH:6][CH:5]=[CH:4][CH:3]=1.[NH2:27][C:28]1[CH:36]=[CH:35][C:31]([C:32]([OH:34])=[O:33])=[CH:30][CH:29]=1.C(OCC)(=O)C. (2) Given the product [OH:13][CH2:12][CH2:11][C@H:10]1[C:5]2[CH:4]=[CH:3][C:2]([C:16]#[N:17])=[CH:14][C:6]=2[CH2:7][CH2:8][O:9]1, predict the reactants needed to synthesize it. The reactants are: Br[C:2]1[CH:3]=[CH:4][C:5]2[C@H:10]([CH2:11][CH2:12][OH:13])[O:9][CH2:8][CH2:7][C:6]=2[CH:14]=1.[Cu][C:16]#[N:17].C(N)CN.